This data is from Ames mutagenicity test results for genotoxicity prediction. The task is: Regression/Classification. Given a drug SMILES string, predict its toxicity properties. Task type varies by dataset: regression for continuous values (e.g., LD50, hERG inhibition percentage) or binary classification for toxic/non-toxic outcomes (e.g., AMES mutagenicity, cardiotoxicity, hepatotoxicity). Dataset: ames. (1) The molecule is S=C(Nc1ccccc1)Nc1ccccc1. The result is 0 (non-mutagenic). (2) The molecule is CCC(=O)N(O)c1ccc(/C=C/c2ccccc2)cc1. The result is 1 (mutagenic). (3) The result is 1 (mutagenic). The molecule is CCc1ccc(C(c2ccc(CC)cc2)C(Cl)Cl)cc1.